This data is from Catalyst prediction with 721,799 reactions and 888 catalyst types from USPTO. The task is: Predict which catalyst facilitates the given reaction. (1) Reactant: [NH2:1][C:2]1[C:7]([F:8])=[CH:6][N:5]=[C:4]([OH:9])[N:3]=1.[I:10][CH2:11][CH2:12][CH2:13][CH2:14]I. Product: [NH2:1][C:2]1[C:7]([F:8])=[CH:6][N:5]([CH2:14][CH2:13][CH2:12][CH2:11][I:10])[C:4](=[O:9])[N:3]=1. The catalyst class is: 290. (2) Reactant: FC(F)(F)C(O)=O.[NH2:8][C:9]1[CH:10]=[C:11]([C@:15]23[CH2:23][N:22](C(OC(C)(C)C)=O)[CH2:21][C@H:20]2[CH2:19][S:18][C:17]([NH:31][C:32](=[O:39])[C:33]2[CH:38]=[CH:37][CH:36]=[CH:35][CH:34]=2)=[N:16]3)[CH:12]=[CH:13][CH:14]=1. Product: [NH3:8].[NH2:8][C:9]1[CH:10]=[C:11]([C@:15]23[CH2:23][NH:22][CH2:21][C@H:20]2[CH2:19][S:18][C:17]([NH:31][C:32](=[O:39])[C:33]2[CH:34]=[CH:35][CH:36]=[CH:37][CH:38]=2)=[N:16]3)[CH:12]=[CH:13][CH:14]=1. The catalyst class is: 4. (3) Reactant: [CH3:1][O:2][C:3]1[CH:8]=[CH:7][C:6]([S:9](Cl)(=[O:11])=[O:10])=[CH:5][CH:4]=1.C(N(CC)CC)C.[CH3:20][CH:21]1[C:30]2[CH:29]=[CH:28][CH:27]=[CH:26][C:25]=2[C:24]2[S:31][CH:32]=[CH:33][C:23]=2[NH:22]1. Product: [CH3:1][O:2][C:3]1[CH:8]=[CH:7][C:6]([S:9]([N:22]2[C:23]3[CH:33]=[CH:32][S:31][C:24]=3[C:25]3[CH:26]=[CH:27][CH:28]=[CH:29][C:30]=3[CH:21]2[CH3:20])(=[O:11])=[O:10])=[CH:5][CH:4]=1. The catalyst class is: 143. (4) Reactant: B([C:4]1[CH:15]=[C:14]([Cl:16])[CH:13]=[CH:12][C:5]=1[O:6][C@@H:7]([CH3:11])[C:8]([OH:10])=[O:9])(O)O.[Cl:17][C:18]1[CH:19]=[C:20]([S:25]([N:28]([CH3:30])[CH3:29])(=[O:27])=[O:26])[CH:21]=[CH:22][C:23]=1I. Product: [Cl:17][C:18]1[CH:19]=[C:20]([S:25]([N:28]([CH3:30])[CH3:29])(=[O:27])=[O:26])[CH:21]=[CH:22][C:23]=1[C:4]1[CH:15]=[C:14]([Cl:16])[CH:13]=[CH:12][C:5]=1[O:6][C@@H:7]([CH3:11])[C:8]([OH:10])=[O:9]. The catalyst class is: 5. (5) Reactant: Br[C:2]1[CH:11]=[CH:10][CH:9]=[C:8]2[C:3]=1[CH:4]=[CH:5][C:6]([S:12]([O:15][CH2:16][C:17]([F:20])([F:19])[F:18])(=[O:14])=[O:13])=[CH:7]2.C[N:22]1[C:26]([C:27]2[CH:32]=[C:31]([C:33]([F:36])([F:35])[F:34])[CH:30]=[CH:29][C:28]=2B(O)O)=[CH:25][CH:24]=[N:23]1.[O-]P([O-])([O-])=O.[K+].[K+].[K+].O1CCOC[CH2:49]1. Product: [CH3:49][N:23]1[CH:24]=[CH:25][C:26]([C:27]2[CH:32]=[C:31]([C:33]([F:36])([F:35])[F:34])[CH:30]=[CH:29][C:28]=2[C:2]2[CH:11]=[CH:10][CH:9]=[C:8]3[C:3]=2[CH:4]=[CH:5][C:6]([S:12]([O:15][CH2:16][C:17]([F:20])([F:19])[F:18])(=[O:14])=[O:13])=[CH:7]3)=[N:22]1. The catalyst class is: 103. (6) Reactant: [CH2:1]([O:3][C:4]([C:7]1[CH:11]=[C:10]([NH:12][C:13](=[O:21])OC2C=CC=CC=2)[N:9]([C:22]2[CH:27]=[CH:26][CH:25]=[CH:24][CH:23]=2)[N:8]=1)([CH3:6])[CH3:5])[CH3:2].[CH3:28][O:29][C:30]1[CH:31]=[C:32]2[C:37](=[CH:38][C:39]=1[O:40][CH3:41])[N:36]=[CH:35][N:34]=[C:33]2[O:42][C:43]1[CH:44]=[C:45]([CH:47]=[CH:48][CH:49]=1)[NH2:46].C(N(CC)C(C)C)(C)C. The catalyst class is: 1. Product: [CH3:28][O:29][C:30]1[CH:31]=[C:32]2[C:37](=[CH:38][C:39]=1[O:40][CH3:41])[N:36]=[CH:35][N:34]=[C:33]2[O:42][C:43]1[CH:44]=[C:45]([NH:46][C:13]([NH:12][C:10]2[N:9]([C:22]3[CH:23]=[CH:24][CH:25]=[CH:26][CH:27]=3)[N:8]=[C:7]([C:4]([O:3][CH2:1][CH3:2])([CH3:5])[CH3:6])[CH:11]=2)=[O:21])[CH:47]=[CH:48][CH:49]=1. (7) Reactant: [CH:1](=O)[C:2]1[O:6][CH:5]=[CH:4][CH:3]=1.[Br:8][C:9]1[CH:16]=[CH:15][C:12]([CH2:13]Br)=[CH:11][CH:10]=1.C1([SiH2]C2C=CC=CC=2)C=CC=CC=1.C(=O)([O-])OC(C)(C)C.[Na+]. Product: [Br:8][C:9]1[CH:16]=[CH:15][C:12]([CH:13]=[CH:1][C:2]2[O:6][CH:5]=[CH:4][CH:3]=2)=[CH:11][CH:10]=1. The catalyst class is: 11.